From a dataset of Reaction yield outcomes from USPTO patents with 853,638 reactions. Predict the reaction yield, written as a fraction of the theoretical maximum amount of product (1.0 means a 100% yield; for example, 0.34 means a 34% yield). (1) The reactants are [C:1]([O:5][C:6]([N:8]1[C:16]2[C:11](=[C:12]([CH3:17])[CH:13]=[CH:14][CH:15]=2)[CH:10]=[C:9]1[C:18]([O:20][CH3:21])=[O:19])=[O:7])([CH3:4])([CH3:3])[CH3:2].C1C(=O)N([Br:29])C(=O)C1. The catalyst is C(Cl)(Cl)(Cl)Cl.CC(N=NC(C#N)(C)C)(C#N)C. The product is [Br:29][CH2:17][C:12]1[CH:13]=[CH:14][CH:15]=[C:16]2[C:11]=1[CH:10]=[C:9]([C:18]([O:20][CH3:21])=[O:19])[N:8]2[C:6]([O:5][C:1]([CH3:4])([CH3:3])[CH3:2])=[O:7]. The yield is 0.720. (2) The reactants are [Br:1][C:2]1[CH:3]=[CH:4][C:5]([C:8]([NH2:10])=[O:9])=[N:6][CH:7]=1.CO[CH:13](OC)[N:14]([CH3:16])[CH3:15]. No catalyst specified. The product is [Br:1][C:2]1[CH:3]=[CH:4][C:5]([C:8](/[N:10]=[CH:13]/[N:14]([CH3:16])[CH3:15])=[O:9])=[N:6][CH:7]=1. The yield is 0.950.